From a dataset of Full USPTO retrosynthesis dataset with 1.9M reactions from patents (1976-2016). Predict the reactants needed to synthesize the given product. (1) Given the product [CH2:15]([S:14][C:12]1[NH:11][N:10]=[C:9]([C:7]2[NH:8][C:4]3[CH:3]=[C:2]([CH3:1])[C:26]([CH3:27])=[CH:25][C:5]=3[N:6]=2)[CH:13]=1)[CH3:16], predict the reactants needed to synthesize it. The reactants are: [CH3:1][C:2]1[C:26]([CH3:27])=[CH:25][C:5]2[N:6](COCC[Si](C)(C)C)[C:7]([C:9]3[CH:13]=[C:12]([S:14][CH2:15][CH3:16])[NH:11][N:10]=3)=[N:8][C:4]=2[CH:3]=1.CC1C(C)=CC2NC=NC=2C=1. (2) Given the product [C:1]([O:12][C:7]([CH2:10][CH3:11])([CH3:6])[CH2:8][CH3:9])(=[O:4])[CH:2]=[CH2:3], predict the reactants needed to synthesize it. The reactants are: [C:1](Cl)(=[O:4])[CH:2]=[CH2:3].[CH3:6][C:7]([OH:12])([CH2:10][CH3:11])[CH2:8][CH3:9].C(N(CC)CC)C. (3) Given the product [CH2:38]([O:64][C:62](=[O:63])[CH2:61][C:58]1[N:5]=[C:6]([NH:9][C:10](=[O:30])[C@@H:11]([N:16]2[CH2:20][C:19]([O:21][C:22]3[CH:27]=[CH:26][CH:25]=[CH:24][C:23]=3[Cl:28])=[CH:18][C:17]2=[O:29])[CH2:12][CH:13]([CH3:15])[CH3:14])[S:60][N:59]=1)[CH:37]=[CH2:36], predict the reactants needed to synthesize it. The reactants are: OC(C)(C)CN1C=C[C:6]([NH:9][C:10](=[O:30])[C@@H:11]([N:16]2[CH2:20][C:19]([O:21][C:22]3[CH:27]=[CH:26][CH:25]=[CH:24][C:23]=3[Cl:28])=[CH:18][C:17]2=[O:29])[CH2:12][CH:13]([CH3:15])[CH3:14])=[N:5]1.Cl.CN(C)[CH2:36][CH2:37][CH2:38]N=C=NCC.ON1C2C=CC=CC=2N=N1.NC1[S:60][N:59]=[C:58]([CH2:61][C:62]([OH:64])=[O:63])N=1. (4) The reactants are: [Cu]([C:4]#[N:5])C#N.Br[C:7]1[C:11]([Br:12])=[C:10]([CH3:13])[NH:9][C:8]=1[C:14]([O:16][CH2:17][CH3:18])=[O:15]. Given the product [Br:12][C:11]1[C:7]([C:4]#[N:5])=[C:8]([C:14]([O:16][CH2:17][CH3:18])=[O:15])[NH:9][C:10]=1[CH3:13], predict the reactants needed to synthesize it. (5) Given the product [Cl:1][C:2]1[CH:9]=[C:8]([S:11][CH2:12][CH:13]([OH:15])[CH3:14])[CH:7]=[CH:6][C:3]=1[C:4]#[N:5], predict the reactants needed to synthesize it. The reactants are: [Cl:1][C:2]1[CH:9]=[C:8](F)[CH:7]=[CH:6][C:3]=1[C:4]#[N:5].[SH:11][CH2:12][CH:13]([OH:15])[CH3:14]. (6) Given the product [N:15]1([C:19]([C:21]2[CH:26]=[CH:25][C:24]([O:27][C:28]3[CH:29]=[C:30]([CH:40]=[C:41]([OH:43])[CH:42]=3)[C:31]([NH:33][C:34]3[CH:38]=[CH:37][N:36]([CH3:39])[N:35]=3)=[O:32])=[C:23]([Cl:51])[CH:22]=2)=[O:20])[CH2:16][CH2:17][CH2:18]1, predict the reactants needed to synthesize it. The reactants are: C(N(CC)CC)C.C([SiH](CC)CC)C.[N:15]1([C:19]([C:21]2[CH:26]=[CH:25][C:24]([O:27][C:28]3[CH:29]=[C:30]([CH:40]=[C:41]([O:43]CC4C=CC=CC=4)[CH:42]=3)[C:31]([NH:33][C:34]3[CH:38]=[CH:37][N:36]([CH3:39])[N:35]=3)=[O:32])=[C:23]([Cl:51])[CH:22]=2)=[O:20])[CH2:18][CH2:17][CH2:16]1.CO.